Dataset: Forward reaction prediction with 1.9M reactions from USPTO patents (1976-2016). Task: Predict the product of the given reaction. Given the reactants [F:1][C:2]1[CH:7]=[CH:6][CH:5]=[CH:4][C:3]=1[C:8]1[CH:21]=[C:20]2[C:11]([N:12]3[C:17]([CH2:18][O:19]2)=[N:16][NH:15][C:14](=[O:22])[C@H:13]3[CH3:23])=[CH:10][CH:9]=1.C1C(=O)N([Br:31])C(=O)C1, predict the reaction product. The product is: [Br:31][C:9]1[CH:10]=[C:11]2[C:20](=[CH:21][C:8]=1[C:3]1[CH:4]=[CH:5][CH:6]=[CH:7][C:2]=1[F:1])[O:19][CH2:18][C:17]1[N:12]2[C@H:13]([CH3:23])[C:14](=[O:22])[NH:15][N:16]=1.